From a dataset of Reaction yield outcomes from USPTO patents with 853,638 reactions. Predict the reaction yield, written as a fraction of the theoretical maximum amount of product (1.0 means a 100% yield; for example, 0.34 means a 34% yield). (1) The reactants are [Br:1][C:2]1[C:7]([F:8])=[CH:6][C:5]([N:9]2[CH:14]=[C:13]([O:15][CH3:16])[C:12](=[O:17])[C:11]([C:18]([O:20]C)=[O:19])=[N:10]2)=[C:4]([F:22])[CH:3]=1.[OH-].[Na+].Cl. The catalyst is CCO. The product is [Br:1][C:2]1[C:7]([F:8])=[CH:6][C:5]([N:9]2[CH:14]=[C:13]([O:15][CH3:16])[C:12](=[O:17])[C:11]([C:18]([OH:20])=[O:19])=[N:10]2)=[C:4]([F:22])[CH:3]=1. The yield is 1.00. (2) The reactants are [O:1]1[C:5]2[CH:6]=[CH:7][C:8]([C:10]3([C:13]([NH:15][C:16]4[CH:21]=[CH:20][C:19]([CH3:22])=[C:18](Br)[CH:17]=4)=[O:14])[CH2:12][CH2:11]3)=[CH:9][C:4]=2[O:3][CH2:2]1.B([C:27]1[CH:35]=[CH:34][C:30]([C:31]([OH:33])=[O:32])=[CH:29][CH:28]=1)(O)O.C([O-])([O-])=O.[K+].[K+]. The catalyst is CN(C=O)C. The product is [O:1]1[C:5]2[CH:6]=[CH:7][C:8]([C:10]3([C:13]([NH:15][C:16]4[CH:21]=[CH:20][C:19]([CH3:22])=[C:18]([C:27]5[CH:35]=[CH:34][C:30]([C:31]([OH:33])=[O:32])=[CH:29][CH:28]=5)[CH:17]=4)=[O:14])[CH2:12][CH2:11]3)=[CH:9][C:4]=2[O:3][CH2:2]1. The yield is 0.980. (3) The reactants are [N+:1]([C:4]1[CH:9]=[CH:8][C:7]([OH:10])=[CH:6][CH:5]=1)([O-:3])=[O:2].C([O-])([O-])=O.[K+].[K+].[I-].[Na+].[CH3:19][O:20][C:21](=[O:27])[CH2:22][O:23][CH2:24][CH2:25]Br. The catalyst is CC(C)=O. The product is [CH3:19][O:20][C:21](=[O:27])[CH2:22][O:23][CH2:24][CH2:25][O:10][C:7]1[CH:8]=[CH:9][C:4]([N+:1]([O-:3])=[O:2])=[CH:5][CH:6]=1. The yield is 0.436. (4) The reactants are B(F)(F)F.CCOCC.[CH2:10]([C:17]1[C:18]([OH:39])=[CH:19][CH:20]=[C:21]2[C:26]=1[O:25][C:24](=[O:27])[C:23]([NH:28][C:29](=[O:38])[O:30][CH2:31][C:32]1[CH:37]=[CH:36][CH:35]=[CH:34][CH:33]=1)=[CH:22]2)[C:11]1[CH:16]=[CH:15][CH:14]=[CH:13][CH:12]=1.[CH3:40][O:41][C@H:42]1[C:47]([CH3:49])([CH3:48])[O:46][C@H:45](N=C([O-])C(Cl)(Cl)Cl)[C@@H:44]2[O:57][C:58](=[O:60])[O:59][C@H:43]12.C(N(CC)CC)C. The catalyst is C(Cl)Cl. The product is [CH2:10]([C:17]1[C:18]([O:39][C@H:45]2[C@@H:44]3[O:57][C:58](=[O:60])[O:59][C@@H:43]3[C@@H:42]([O:41][CH3:40])[C:47]([CH3:49])([CH3:48])[O:46]2)=[CH:19][CH:20]=[C:21]2[C:26]=1[O:25][C:24](=[O:27])[C:23]([NH:28][C:29](=[O:38])[O:30][CH2:31][C:32]1[CH:37]=[CH:36][CH:35]=[CH:34][CH:33]=1)=[CH:22]2)[C:11]1[CH:16]=[CH:15][CH:14]=[CH:13][CH:12]=1. The yield is 0.390. (5) The reactants are C([C:4]1[CH:16]=[CH:15][C:7]([O:8][CH2:9][C:10]([O:12][CH2:13][CH3:14])=[O:11])=[C:6]([CH3:17])[CH:5]=1)(=O)C.C1C=C(Cl)C=[C:20]([C:25]([O:27]O)=[O:26])C=1. The catalyst is ClCCl. The product is [C:25]([O:27][C:4]1[CH:16]=[CH:15][C:7]([O:8][CH2:9][C:10]([O:12][CH2:13][CH3:14])=[O:11])=[C:6]([CH3:17])[CH:5]=1)(=[O:26])[CH3:20]. The yield is 0.720. (6) The reactants are [CH3:1][C:2]1[C:16](=[O:17])[N:15]=[C:14]2[N:4]([C@@H:5]3[O:9][C@H:8]([CH2:10][OH:11])[C@@H:7]([OH:12])[C@@H:6]3[O:13]2)[CH:3]=1.[CH3:18][O:19][CH2:20][CH2:21][O:22]B([O:22][CH2:21][CH2:20][O:19][CH3:18])[O:22][CH2:21][CH2:20][O:19][CH3:18]. The catalyst is COCCO. The product is [CH3:18][O:19][CH2:20][CH2:21][O:22][C@@H:6]1[C@H:7]([OH:12])[C@@H:8]([CH2:10][OH:11])[O:9][C@H:5]1[N:4]1[CH:3]=[C:2]([CH3:1])[C:16](=[O:17])[NH:15][C:14]1=[O:13]. The yield is 0.630. (7) The reactants are [CH3:1][S:2]([C:5]1[CH:10]=[CH:9][C:8]([C:11]2[N:16]=[C:15]([C:17]([F:20])([F:19])[F:18])[N:14]=[C:13]([N:21]3[CH2:26][CH2:25][NH:24][CH2:23][CH2:22]3)[C:12]=2[C:27]2[CH:32]=[CH:31][CH:30]=[CH:29][CH:28]=2)=[CH:7][CH:6]=1)(=[O:4])=[O:3].[S:33]1[CH:37]=[CH:36][N:35]=[C:34]1[CH:38]=O.C(O[BH-](OC(=O)C)OC(=O)C)(=O)C.[Na+].C(O)(=O)C. The product is [CH3:1][S:2]([C:5]1[CH:6]=[CH:7][C:8]([C:11]2[N:16]=[C:15]([C:17]([F:20])([F:19])[F:18])[N:14]=[C:13]([N:21]3[CH2:22][CH2:23][N:24]([CH2:38][C:34]4[S:33][CH:37]=[CH:36][N:35]=4)[CH2:25][CH2:26]3)[C:12]=2[C:27]2[CH:32]=[CH:31][CH:30]=[CH:29][CH:28]=2)=[CH:9][CH:10]=1)(=[O:4])=[O:3]. The catalyst is ClC(Cl)C.C(OCC)(=O)C.O. The yield is 0.456. (8) The reactants are I[C:2]1[C:10]2[C:5](=[CH:6][CH:7]=[C:8]([C:11]([OH:13])=[O:12])[CH:9]=2)[NH:4][N:3]=1.[O:14]1[CH2:19][CH2:18][N:17]([C:20]2[CH:25]=[CH:24][C:23](B(O)O)=[CH:22][CH:21]=2)[CH2:16][CH2:15]1.[O-]P([O-])([O-])=O.[K+].[K+].[K+]. The catalyst is CN(C=O)C.O.C1C=CC([P]([Pd]([P](C2C=CC=CC=2)(C2C=CC=CC=2)C2C=CC=CC=2)([P](C2C=CC=CC=2)(C2C=CC=CC=2)C2C=CC=CC=2)[P](C2C=CC=CC=2)(C2C=CC=CC=2)C2C=CC=CC=2)(C2C=CC=CC=2)C2C=CC=CC=2)=CC=1. The product is [O:14]1[CH2:19][CH2:18][N:17]([C:20]2[CH:25]=[CH:24][C:23]([C:2]3[C:10]4[C:5](=[CH:6][CH:7]=[C:8]([C:11]([OH:13])=[O:12])[CH:9]=4)[NH:4][N:3]=3)=[CH:22][CH:21]=2)[CH2:16][CH2:15]1. The yield is 0.360.